This data is from Hepatocyte clearance measurements from AstraZeneca. The task is: Regression/Classification. Given a drug SMILES string, predict its absorption, distribution, metabolism, or excretion properties. Task type varies by dataset: regression for continuous measurements (e.g., permeability, clearance, half-life) or binary classification for categorical outcomes (e.g., BBB penetration, CYP inhibition). For this dataset (clearance_hepatocyte_az), we predict log10(clearance) (log10 of the in vitro intrinsic clearance, CLint, in uL/min per 10^6 hepatocytes; values are censored to the assay range of 3 to 150, which is 0.477 to 2.18 on this log10 scale). (1) The compound is CC(C)(C)NS(=O)(=O)c1cncc(-c2ccc3nc(NC(=O)NCC(=O)N4CCCC4)nn3c2)c1. The log10(clearance) is 0.680. (2) The molecule is COc1ccc(-c2cc3c(C)nc(N)nc3n([C@H]3CC[C@H](OCCO)CC3)c2=O)cn1. The log10(clearance) is 0.480. (3) The molecule is N#Cc1cccc(-c2cc(Cl)ccc2OCC(=O)O)c1. The log10(clearance) is 0.700.